Dataset: hERG potassium channel inhibition data for cardiac toxicity prediction from Karim et al.. Task: Regression/Classification. Given a drug SMILES string, predict its toxicity properties. Task type varies by dataset: regression for continuous values (e.g., LD50, hERG inhibition percentage) or binary classification for toxic/non-toxic outcomes (e.g., AMES mutagenicity, cardiotoxicity, hepatotoxicity). Dataset: herg_karim. (1) The molecule is COc1ccc2ncc(F)c(CC[C@]34CC[C@](NCc5nc6c(cc5Cl)OCC(=O)N6)(CC3)CO4)c2n1. The result is 1 (blocker). (2) The drug is O=C(NC1CCN(Cc2ccc3oc(=O)[nH]c3c2)CC1)c1cc(=O)c2ccc(F)cc2o1. The result is 0 (non-blocker). (3) The compound is CNC(C)c1cc(C)ccc1Oc1ccc(Cl)c(Cl)c1. The result is 1 (blocker). (4) The drug is CC1=NC2=[N+](CCCC2)C(=O)[C@@H]1CC[NH+]1CCC(c2noc3cc(F)ccc23)CC1. The result is 1 (blocker).